From a dataset of Forward reaction prediction with 1.9M reactions from USPTO patents (1976-2016). Predict the product of the given reaction. (1) The product is: [Cl:1][C:2]1[CH:3]=[C:4]([C:8]2[C:9]([CH2:18][C:19]3[C:28]4[C:23](=[C:24]([F:29])[CH:25]=[CH:26][CH:27]=4)[NH:22][C:21](=[O:30])[CH:20]=3)=[C:10]([C:12]3[S:16][CH:15]=[N:14][C:13]=3[CH3:17])[NH:33][N:32]=2)[CH:5]=[CH:6][CH:7]=1. Given the reactants [Cl:1][C:2]1[CH:3]=[C:4]([C:8](=O)[CH:9]([CH2:18][C:19]2[C:28]3[C:23](=[C:24]([F:29])[CH:25]=[CH:26][CH:27]=3)[NH:22][C:21](=[O:30])[CH:20]=2)[C:10]([C:12]2[S:16][CH:15]=[N:14][C:13]=2[CH3:17])=O)[CH:5]=[CH:6][CH:7]=1.[NH2:32][NH2:33], predict the reaction product. (2) Given the reactants Br[C:2]1[CH:20]=[CH:19][C:5]([C:6]([NH:8][CH:9]2[C:14]([CH3:16])([CH3:15])[C@H:13]3[CH2:17][C@:10]2([CH3:18])[CH2:11][CH2:12]3)=[O:7])=[CH:4][C:3]=1[S:21]([N:24]1[CH2:29][CH2:28][O:27][CH2:26][CH2:25]1)(=[O:23])=[O:22].CCC(N)C(O)=O.[CH3:37][O:38][CH2:39][CH2:40][OH:41], predict the reaction product. The product is: [CH3:37][O:38][CH2:39][CH2:40][O:41][C:2]1[CH:20]=[CH:19][C:5]([C:6]([NH:8][CH:9]2[C:14]([CH3:16])([CH3:15])[C@H:13]3[CH2:17][C@:10]2([CH3:18])[CH2:11][CH2:12]3)=[O:7])=[CH:4][C:3]=1[S:21]([N:24]1[CH2:29][CH2:28][O:27][CH2:26][CH2:25]1)(=[O:23])=[O:22]. (3) Given the reactants [C:1]([O:6][CH2:7][CH3:8])(=[O:5])C(C)=O.[CH:9]([O:16][CH2:17][CH3:18])([O:13][CH2:14][CH3:15])OCC.[C:19]([O-])([O-])=O.[Na+].[Na+], predict the reaction product. The product is: [CH2:17]([O:16][C:9]([O:13][CH2:14][CH3:15])([CH3:19])[C:1]([O:6][CH2:7][CH3:8])=[O:5])[CH3:18]. (4) Given the reactants [N:1]1[C:10]2[C:5](=[CH:6][CH:7]=[CH:8][CH:9]=2)[C:4]([CH2:11][N:12]2[CH2:21][CH2:20][C:19]3[C:18]([NH2:22])=[CH:17][CH:16]=[CH:15][C:14]=3[CH2:13]2)=[CH:3][CH:2]=1.[F:23][C:24]1[CH:29]=[CH:28][CH:27]=[CH:26][C:25]=1[N:30]=[C:31]=[O:32], predict the reaction product. The product is: [F:23][C:24]1[CH:29]=[CH:28][CH:27]=[CH:26][C:25]=1[NH:30][C:31]([NH:22][C:18]1[CH:17]=[CH:16][CH:15]=[C:14]2[C:19]=1[CH2:20][CH2:21][N:12]([CH2:11][C:4]1[C:5]3[C:10](=[CH:9][CH:8]=[CH:7][CH:6]=3)[N:1]=[CH:2][CH:3]=1)[CH2:13]2)=[O:32]. (5) Given the reactants C(O[CH:4](OCC)[CH2:5][O:6][C:7]1[CH:12]=[CH:11][C:10]([C:13]2([C:16]([OH:18])=[O:17])[CH:15]=[CH:14]2)=[CH:9][CH:8]=1)C, predict the reaction product. The product is: [O:6]1[C:7]2[CH:12]=[CH:11][C:10]([C:13]3([C:16]([OH:18])=[O:17])[CH2:15][CH2:14]3)=[CH:9][C:8]=2[CH:4]=[CH:5]1. (6) The product is: [O-2:11].[Ca+2:3].[NH2:4][C@H:5]([C:10]([OH:12])=[O:11])[CH2:6][CH:7]([CH3:9])[CH3:8]. Given the reactants O.[O-2].[Ca+2:3].[NH2:4][C@H:5]([C:10]([OH:12])=[O:11])[CH2:6][CH:7]([CH3:9])[CH3:8], predict the reaction product.